This data is from Forward reaction prediction with 1.9M reactions from USPTO patents (1976-2016). The task is: Predict the product of the given reaction. (1) Given the reactants [Cl:1][C:2]1[CH:3]=[C:4]([C:9]2([C:23]([F:26])([F:25])[F:24])[O:13][N:12]=[C:11]([C:14]3[CH:19]=[CH:18][C:17]([CH2:20][NH2:21])=[C:16]([CH3:22])[CH:15]=3)[CH2:10]2)[CH:5]=[C:6]([Cl:8])[CH:7]=1.[C:27](OC(=O)C)(=[O:29])[CH3:28].C(N(CC)CC)C, predict the reaction product. The product is: [Cl:1][C:2]1[CH:3]=[C:4]([C:9]2([C:23]([F:24])([F:26])[F:25])[O:13][N:12]=[C:11]([C:14]3[CH:19]=[CH:18][C:17]([CH2:20][NH:21][C:27](=[O:29])[CH3:28])=[C:16]([CH3:22])[CH:15]=3)[CH2:10]2)[CH:5]=[C:6]([Cl:8])[CH:7]=1. (2) Given the reactants [CH3:1][C:2]([C:4]1[CH:15]=[CH:14][C:7]2[N:8]([CH2:12][CH3:13])[C:9]([CH3:11])=[N:10][C:6]=2[CH:5]=1)=[O:3].[CH:16]([CH:18]1[CH2:23][CH2:22][N:21]([CH2:24][C:25]2[CH:30]=[CH:29][CH:28]=[CH:27][CH:26]=2)[CH2:20][CH2:19]1)=O.C[Si]([N-][Si](C)(C)C)(C)C.[Li+].Cl, predict the reaction product. The product is: [CH2:12]([N:8]1[C:7]2[CH:14]=[CH:15][C:4]([C:2](=[O:3])[CH:1]=[CH:16][CH:18]3[CH2:19][CH2:20][N:21]([CH2:24][C:25]4[CH:30]=[CH:29][CH:28]=[CH:27][CH:26]=4)[CH2:22][CH2:23]3)=[CH:5][C:6]=2[N:10]=[C:9]1[CH3:11])[CH3:13]. (3) Given the reactants Cl[C:2]1[CH:7]=[C:6]([NH2:8])[CH:5]=[C:4]([Cl:9])[N:3]=1.[H-].[Na+].[CH3:12][N:13]1[CH2:18][CH2:17][CH:16]([OH:19])[CH2:15][CH2:14]1.C1(C)C=CC=CC=1, predict the reaction product. The product is: [Cl:9][C:4]1[CH:5]=[C:6]([NH2:8])[CH:7]=[C:2]([O:19][CH:16]2[CH2:17][CH2:18][N:13]([CH3:12])[CH2:14][CH2:15]2)[N:3]=1. (4) Given the reactants [CH3:1][C:2]1[C:11]([CH3:12])=[C:10]2[C:5]([CH2:6][CH2:7][C@:8]([CH2:14][CH2:15][CH2:16][C@@H:17]([CH2:19][CH2:20][CH2:21][C@@H:22]([CH2:24][CH2:25][CH2:26][CH:27]([CH3:29])[CH3:28])[CH3:23])[CH3:18])([CH3:13])[O:9]2)=[C:4]([CH3:30])[C:3]=1[OH:31].[CH3:32][CH:33]1[CH2:39][C:38](=[O:40])[O:37][C:35](=[O:36])[CH2:34]1.[Cl-].[Al+3].[Cl-].[Cl-], predict the reaction product. The product is: [CH3:1][C:2]1[C:11]([CH3:12])=[C:10]2[C:5]([CH2:6][CH2:7][C@:8]([CH2:14][CH2:15][CH2:16][C@@H:17]([CH2:19][CH2:20][CH2:21][C@@H:22]([CH2:24][CH2:25][CH2:26][CH:27]([CH3:29])[CH3:28])[CH3:23])[CH3:18])([CH3:13])[O:9]2)=[C:4]([CH3:30])[C:3]=1[OH:31].[CH3:32][CH:33]([CH2:39][C:38]([OH:37])=[O:40])[CH2:34][C:35]([OH:9])=[O:36].